Predict which catalyst facilitates the given reaction. From a dataset of Catalyst prediction with 721,799 reactions and 888 catalyst types from USPTO. (1) Reactant: C1(C)C=CC=CC=1.C(=O)([O-])[O-].[Na+].[Na+].C(OC(=O)[NH:20][CH2:21][CH2:22][NH:23][C:24]1[CH:29]=[CH:28][N:27]=[C:26](Cl)[N:25]=1)(C)(C)C.[OH:32][C:33]1[CH:38]=[CH:37][CH:36]=[CH:35][C:34]=1B(O)O. Product: [NH2:20][CH2:21][CH2:22][NH:23][C:24]1[CH:29]=[CH:28][N:27]=[C:26]([C:34]2[CH:35]=[CH:36][CH:37]=[CH:38][C:33]=2[OH:32])[N:25]=1. The catalyst class is: 51. (2) Reactant: [CH:1]1[C:14]2[C:5](=[N:6][CH:7]=[C:8]3[C:13]=2[CH:12]=[CH:11][CH:10]=[CH:9]3)[CH:4]=[CH:3][CH:2]=1.[C:15]([Li])([CH3:18])([CH3:17])[CH3:16].CCCCC.[CH3:25][O:26][C:27]1[CH:32]=[CH:31][C:30]([S:33](Cl)(=[O:35])=[O:34])=[CH:29][CH:28]=1.[OH-].[Na+]. Product: [C:15]([CH:7]1[C:8]2[C:13](=[CH:12][CH:11]=[CH:10][CH:9]=2)[C:14]2[CH:1]=[CH:2][CH:3]=[CH:4][C:5]=2[N:6]1[S:33]([C:30]1[CH:29]=[CH:28][C:27]([O:26][CH3:25])=[CH:32][CH:31]=1)(=[O:35])=[O:34])([CH3:18])([CH3:17])[CH3:16]. The catalyst class is: 7. (3) Reactant: [CH3:1][O:2][C:3]([C:5]1[N:10]=[C:9]([NH:11]CC2C=CC=CC=2)[C:8]2[NH:19][C:20](=[O:29])[N:21]([CH2:22][C:23]3[CH:28]=[CH:27][CH:26]=[CH:25][CH:24]=3)[C:7]=2[CH:6]=1)=[O:4].O. Product: [CH3:1][O:2][C:3]([C:5]1[N:10]=[C:9]([NH2:11])[C:8]2[NH:19][C:20](=[O:29])[N:21]([CH2:22][C:23]3[CH:28]=[CH:27][CH:26]=[CH:25][CH:24]=3)[C:7]=2[CH:6]=1)=[O:4]. The catalyst class is: 65. (4) Reactant: [Cl:1][C:2]1[CH:3]=[C:4]([C:27](O)=[O:28])[CH:5]=[N:6][C:7]=1[NH:8][NH:9][C:10]([NH:12][CH:13]([C:20]1[CH:25]=[CH:24][C:23]([Cl:26])=[CH:22][CH:21]=1)[C:14]1[CH:19]=[CH:18][CH:17]=[CH:16][CH:15]=1)=[S:11].[CH2:30]1[C@H:35]([NH2:36])[C:33](=[O:34])[S:32][CH2:31]1.CCN(C(C)C)C(C)C.CN(C(ON1N=NC2C=CC=NC1=2)=[N+](C)C)C.F[P-](F)(F)(F)(F)F. Product: [Cl:1][C:2]1[CH:3]=[C:4]([C:27]([NH:36][CH:35]2[CH2:30][CH2:31][S:32][C:33]2=[O:34])=[O:28])[CH:5]=[N:6][C:7]=1[NH:8][NH:9][C:10]([NH:12][CH:13]([C:20]1[CH:21]=[CH:22][C:23]([Cl:26])=[CH:24][CH:25]=1)[C:14]1[CH:15]=[CH:16][CH:17]=[CH:18][CH:19]=1)=[S:11]. The catalyst class is: 44. (5) Reactant: [C:1]1([CH2:10][CH2:11][OH:12])[CH:6]=[CH:5][CH:4]=[C:3]([CH2:7][CH2:8][OH:9])[CH:2]=1.N1C=CN=C1.Cl[Si:19]([CH:26]([CH3:28])[CH3:27])([CH:23]([CH3:25])[CH3:24])[CH:20]([CH3:22])[CH3:21]. Product: [CH:20]([Si:19]([CH:26]([CH3:28])[CH3:27])([CH:23]([CH3:25])[CH3:24])[O:12][CH2:11][CH2:10][C:1]1[CH:2]=[C:3]([CH2:7][CH2:8][OH:9])[CH:4]=[CH:5][CH:6]=1)([CH3:22])[CH3:21]. The catalyst class is: 35. (6) Reactant: C(=O)([O-])O.[Na+].[NH2:6][C:7]1[CH:12]=[CH:11][CH:10]=[C:9]([N+:13]([O-:15])=[O:14])[C:8]=1[OH:16].[Cl:17][CH2:18][C:19](Cl)=[O:20].[Cl-].[NH4+]. Product: [Cl:17][CH2:18][C:19]([NH:6][C:7]1[CH:12]=[CH:11][CH:10]=[C:9]([N+:13]([O-:15])=[O:14])[C:8]=1[OH:16])=[O:20]. The catalyst class is: 84. (7) Reactant: C[Al](C)C.[Cl:5][C:6]1[CH:7]=[CH:8][C:9]([NH2:12])=[N:10][CH:11]=1.[Si:13]([O:30][CH2:31][CH2:32][O:33][CH2:34][C@H:35]([OH:40])[C:36](OC)=[O:37])([C:26]([CH3:29])([CH3:28])[CH3:27])([C:20]1[CH:25]=[CH:24][CH:23]=[CH:22][CH:21]=1)[C:14]1[CH:19]=[CH:18][CH:17]=[CH:16][CH:15]=1.C(O)(=O)CC(CC(O)=O)(C(O)=O)O. Product: [Si:13]([O:30][CH2:31][CH2:32][O:33][CH2:34][C@H:35]([OH:40])[C:36]([NH:12][C:9]1[CH:8]=[CH:7][C:6]([Cl:5])=[CH:11][N:10]=1)=[O:37])([C:26]([CH3:29])([CH3:27])[CH3:28])([C:20]1[CH:25]=[CH:24][CH:23]=[CH:22][CH:21]=1)[C:14]1[CH:15]=[CH:16][CH:17]=[CH:18][CH:19]=1. The catalyst class is: 93. (8) Reactant: [CH3:1][O:2][C:3](=[O:9])[CH:4](Cl)[C:5](=[O:7])[CH3:6].[Cl:10][C:11]1[CH:16]=[CH:15][C:14]([SH:17])=[CH:13][CH:12]=1.C(N(CC)CC)C. Product: [CH3:1][O:2][C:3](=[O:9])[CH:4]([S:17][C:14]1[CH:15]=[CH:16][C:11]([Cl:10])=[CH:12][CH:13]=1)[C:5](=[O:7])[CH3:6]. The catalyst class is: 4. (9) Reactant: [C:1]([N:9]1[CH2:14][CH2:13][N:12]([C:15](=[O:36])[C:16]([C:18]2[C:26]3[C:21](=[C:22]([C:29]4[N:30]=[CH:31][C:32]([OH:35])=[N:33][CH:34]=4)[N:23]=[CH:24][C:25]=3[O:27][CH3:28])[NH:20][CH:19]=2)=[O:17])[CH2:11][CH2:10]1)(=[O:8])[C:2]1[CH:7]=[CH:6][CH:5]=[CH:4][CH:3]=1.CI.[C:39]([O-])([O-])=O.[K+].[K+]. Product: [C:1]([N:9]1[CH2:14][CH2:13][N:12]([C:15](=[O:36])[C:16]([C:18]2[C:26]3[C:21](=[C:22]([C:29]4[N:30]=[CH:31][C:32](=[O:35])[N:33]([CH3:39])[CH:34]=4)[N:23]=[CH:24][C:25]=3[O:27][CH3:28])[NH:20][CH:19]=2)=[O:17])[CH2:11][CH2:10]1)(=[O:8])[C:2]1[CH:7]=[CH:6][CH:5]=[CH:4][CH:3]=1. The catalyst class is: 21. (10) Reactant: C([O-])([O-])=O.[K+].[K+].[Cl:7][C:8]1[C:9]2[C:16](F)=[CH:15][CH:14]=[C:13]([C:18]#[N:19])[C:10]=2[S:11][CH:12]=1.[NH2:20][C@@H:21]([C:25]([OH:27])=[O:26])[C@H:22]([CH3:24])[OH:23]. Product: [Cl:7][C:8]1[C:9]2[C:16]([NH:20][C@H:21]([C@@H:22]([OH:23])[CH3:24])[C:25]([OH:27])=[O:26])=[CH:15][CH:14]=[C:13]([C:18]#[N:19])[C:10]=2[S:11][CH:12]=1. The catalyst class is: 16.